This data is from NCI-60 drug combinations with 297,098 pairs across 59 cell lines. The task is: Regression. Given two drug SMILES strings and cell line genomic features, predict the synergy score measuring deviation from expected non-interaction effect. Drug 1: C1CC(=O)NC(=O)C1N2CC3=C(C2=O)C=CC=C3N. Drug 2: C1C(C(OC1N2C=NC3=C(N=C(N=C32)Cl)N)CO)O. Cell line: OVCAR3. Synergy scores: CSS=2.74, Synergy_ZIP=-0.595, Synergy_Bliss=-1.09, Synergy_Loewe=-12.7, Synergy_HSA=-1.23.